Dataset: NCI-60 drug combinations with 297,098 pairs across 59 cell lines. Task: Regression. Given two drug SMILES strings and cell line genomic features, predict the synergy score measuring deviation from expected non-interaction effect. (1) Drug 1: C1=CN(C(=O)N=C1N)C2C(C(C(O2)CO)O)O.Cl. Drug 2: COC1=NC(=NC2=C1N=CN2C3C(C(C(O3)CO)O)O)N. Cell line: SW-620. Synergy scores: CSS=41.6, Synergy_ZIP=-1.47, Synergy_Bliss=1.05, Synergy_Loewe=-51.2, Synergy_HSA=1.35. (2) Drug 1: C1=CC=C(C=C1)NC(=O)CCCCCCC(=O)NO. Drug 2: CC1=C(C(=O)C2=C(C1=O)N3CC4C(C3(C2COC(=O)N)OC)N4)N. Cell line: SK-MEL-28. Synergy scores: CSS=20.0, Synergy_ZIP=-6.35, Synergy_Bliss=-1.95, Synergy_Loewe=-5.93, Synergy_HSA=0.234. (3) Drug 1: CC1=C2C(C(=O)C3(C(CC4C(C3C(C(C2(C)C)(CC1OC(=O)C(C(C5=CC=CC=C5)NC(=O)OC(C)(C)C)O)O)OC(=O)C6=CC=CC=C6)(CO4)OC(=O)C)O)C)O. Drug 2: C1=CC=C(C(=C1)C(C2=CC=C(C=C2)Cl)C(Cl)Cl)Cl. Cell line: A498. Synergy scores: CSS=0.444, Synergy_ZIP=0.485, Synergy_Bliss=1.19, Synergy_Loewe=0.696, Synergy_HSA=1.10. (4) Drug 1: C1CCN(CC1)CCOC2=CC=C(C=C2)C(=O)C3=C(SC4=C3C=CC(=C4)O)C5=CC=C(C=C5)O. Drug 2: CC(C1=C(C=CC(=C1Cl)F)Cl)OC2=C(N=CC(=C2)C3=CN(N=C3)C4CCNCC4)N. Cell line: HL-60(TB). Synergy scores: CSS=15.2, Synergy_ZIP=3.97, Synergy_Bliss=0.674, Synergy_Loewe=-19.2, Synergy_HSA=-7.54. (5) Drug 1: CN(C)N=NC1=C(NC=N1)C(=O)N. Drug 2: C1=CC=C(C=C1)NC(=O)CCCCCCC(=O)NO. Cell line: K-562. Synergy scores: CSS=13.9, Synergy_ZIP=-8.54, Synergy_Bliss=0.507, Synergy_Loewe=-13.3, Synergy_HSA=1.26. (6) Drug 1: C1CCN(CC1)CCOC2=CC=C(C=C2)C(=O)C3=C(SC4=C3C=CC(=C4)O)C5=CC=C(C=C5)O. Drug 2: C1C(C(OC1N2C=NC3=C2NC=NCC3O)CO)O. Cell line: UACC-257. Synergy scores: CSS=-1.21, Synergy_ZIP=1.68, Synergy_Bliss=2.44, Synergy_Loewe=-0.439, Synergy_HSA=-1.78. (7) Drug 1: C1=NC2=C(N=C(N=C2N1C3C(C(C(O3)CO)O)O)F)N. Drug 2: B(C(CC(C)C)NC(=O)C(CC1=CC=CC=C1)NC(=O)C2=NC=CN=C2)(O)O. Cell line: SK-OV-3. Synergy scores: CSS=10.8, Synergy_ZIP=-4.43, Synergy_Bliss=-4.42, Synergy_Loewe=-17.2, Synergy_HSA=-5.68.